Dataset: B-cell epitopes from IEDB database with 3,159 antigens for binding position prediction. Task: Token-level Classification. Given an antigen amino acid sequence, predict which amino acid positions are active epitope sites capable of antibody binding. Output is a list of indices for active positions. (1) Given the antigen sequence: MGSQVSTQRSGSHENSNSATEGSTINYTTINYYKDSYAATAGKQSLKQDPDKFANPVKDIFTEMAAPLKSPSAEACGYSDRVAQLTIGNSTITTQEAANIIVGYGEWPSYCSDNDATAVDKPTRPDVSVNRFYTLDTKLWEKSSKGWYWKFPDVLTETGVFGPNAQFHYLYRSGFCIHVQCNASKFHQGALLVAVLPEYVIGTVAGGTGTENSHPPYKQTQPGADGFELQHPYVLDAGIPISQLTVCPHQWINLRTNNCATIIVPYMNTLPFDSALNHCNFGLLVVPISPLDFDQGATPVIPITITLAPMCSEFAGLRQAVTQGFPTELKPGTNQFLTTDDGVSAPILPNFHPTPCIHIPGEVRNLLELCQVETILEVNNVPTNATSLMERLRFPVSAQAGKGELCAVFRADPGRDGPWQSTMLGQLCGYYTQWSGSLEVTFMFTGSFMATGKMLIAYTPPGGPLPKDRATAMLGTHVIWDFGLQSSVTLVIPWISNTHY..., which amino acid positions are active epitope sites? The epitope positions are: [210, 211, 212, 213, 214, 215]. The amino acids at these positions are: ENSHPP. (2) Given the antigen sequence: MRNLFHITICLVTLNLFILEINAKTNTSENRNKRIGGPKLRGNVTSNIKFPSDNKGKIIRGSNDQLNKNSEDVLEQSEKSLVSENVPSGLDIDDIPKESIFIQEDQEGQTHSELNPETSEHSKDLNNNDSKNESSDIISENNKSNKVQNHFESLSDLELLENSSQDNLDKDTISTEPFPNQKHKDLQQDLNDEPLEPFPTQIHKDYKEENLINEEDSEPFPRQKHKKVDNHNEEKNVFHENGSANGNQQSLKLKSFDEHLKDEKIENEPLVHENLSIPNDPIEQILNQPEQETNIQEQLYNEKQNVEEKQNSQIPSLDLKEPTNEDILPNHNPLENIKQSESEINHVQDHALPKENIIDKLDNQKEHIDQSQHNINVLQENNINNHQLEPQEKPNIESFEPKNIDSEIILPENVETEEIIDDVPSPKHSNHETFEEETSESEHEEAVSEKNAHETVEHEETVSQESNPEKADNDGNVSQNSNNELNENEFVESEKSEHEP..., which amino acid positions are active epitope sites? The epitope positions are: [215, 216, 217, 218, 219, 220, 221, 222, 223, 224, 225, 226, 227, 228]. The amino acids at these positions are: DSEPFPRQKHKKVD.